Dataset: Forward reaction prediction with 1.9M reactions from USPTO patents (1976-2016). Task: Predict the product of the given reaction. Given the reactants [F:1][C:2]1[CH:3]=[C:4]([C:8]2[CH:9]=[N:10][C:11](=O)[NH:12][N:13]=2)[CH:5]=[CH:6][CH:7]=1.CN(C=O)C.P(Cl)(Cl)([Cl:22])=O.C(Cl)(Cl)Cl, predict the reaction product. The product is: [Cl:22][C:11]1[N:12]=[N:13][C:8]([C:4]2[CH:5]=[CH:6][CH:7]=[C:2]([F:1])[CH:3]=2)=[CH:9][N:10]=1.